Dataset: Full USPTO retrosynthesis dataset with 1.9M reactions from patents (1976-2016). Task: Predict the reactants needed to synthesize the given product. (1) Given the product [F:57][C:58]1[CH:63]=[C:62]([F:64])[CH:61]=[CH:60][C:59]=1[NH:65][C:66]([NH:54][C:53]1[CH:52]=[CH:51][C:50]([C:47]2[S:46][C:45]([CH:42]3[CH2:43][CH2:44][CH:39]([CH2:38][C:36]4[O:37][C:33]([CH3:32])=[N:34][N:35]=4)[CH2:40][CH2:41]3)=[N:49][CH:48]=2)=[CH:56][CH:55]=1)=[O:67], predict the reactants needed to synthesize it. The reactants are: FC(F)(F)C1C=C(NC(=O)NC2C=CC(C3SC(CCC(OC)=O)=NC=3)=CC=2)C=CC=1.[CH3:32][C:33]1[O:37][C:36]([CH2:38][CH:39]2[CH2:44][CH2:43][CH:42]([C:45]3[S:46][C:47]([C:50]4[CH:56]=[CH:55][C:53]([NH2:54])=[CH:52][CH:51]=4)=[CH:48][N:49]=3)[CH2:41][CH2:40]2)=[N:35][N:34]=1.[F:57][C:58]1[CH:63]=[C:62]([F:64])[CH:61]=[CH:60][C:59]=1[N:65]=[C:66]=[O:67]. (2) Given the product [NH2:50][C@H:40]1[C@@H:41]([NH:45][C:46](=[O:49])[O:47][CH3:48])[C@@H:42]([CH3:44])[CH2:43][N:38]([C:37]2[CH:36]=[CH:35][N:34]=[CH:33][C:32]=2[NH:31][C:29]([C:13]2[C:12]([NH2:11])=[CH:21][C:20]3[C:15](=[CH:16][C:17]([N:22]4[CH2:27][CH2:26][N:25]([CH3:28])[CH2:24][CH2:23]4)=[CH:18][CH:19]=3)[N:14]=2)=[O:30])[CH2:39]1, predict the reactants needed to synthesize it. The reactants are: C(OC([NH:11][C:12]1[C:13]([C:29]([NH:31][C:32]2[CH:33]=[N:34][CH:35]=[CH:36][C:37]=2[N:38]2[CH2:43][C@H:42]([CH3:44])[C@H:41]([NH:45][C:46](=[O:49])[O:47][CH3:48])[C@H:40]([NH:50]C(=O)OC(C)(C)C)[CH2:39]2)=[O:30])=[N:14][C:15]2[C:20]([CH:21]=1)=[CH:19][CH:18]=[C:17]([N:22]1[CH2:27][CH2:26][N:25]([CH3:28])[CH2:24][CH2:23]1)[CH:16]=2)=O)C1C=CC=CC=1. (3) Given the product [CH3:42][NH:41][C:38]1[CH:37]=[CH:36][C:35]([C:2]2[N:3]=[C:4]([N:22]3[CH2:27][CH2:26][O:25][CH2:24][CH2:23]3)[C:5]3[S:10][C:9]([CH2:11][N:12]4[CH2:17][CH2:16][N:15]([S:18]([CH3:21])(=[O:20])=[O:19])[CH2:14][CH2:13]4)=[CH:8][C:6]=3[N:7]=2)=[CH:40][N:39]=1, predict the reactants needed to synthesize it. The reactants are: Cl[C:2]1[N:3]=[C:4]([N:22]2[CH2:27][CH2:26][O:25][CH2:24][CH2:23]2)[C:5]2[S:10][C:9]([CH2:11][N:12]3[CH2:17][CH2:16][N:15]([S:18]([CH3:21])(=[O:20])=[O:19])[CH2:14][CH2:13]3)=[CH:8][C:6]=2[N:7]=1.CC1(C)COB([C:35]2[CH:36]=[CH:37][C:38]([N:41](C)[C:42](=O)OC(C)(C)C)=[N:39][CH:40]=2)OC1. (4) The reactants are: [Cl:1][C:2]1[CH:7]=[C:6](F)[CH:5]=[CH:4][N:3]=1.Cl.[F:10][C:11]1[CH:21]=[CH:20][C:14]([O:15][CH:16]2[CH2:19][NH:18][CH2:17]2)=[CH:13][CH:12]=1.C(N(C(C)C)C(C)C)C. Given the product [Cl:1][C:2]1[CH:7]=[C:6]([N:18]2[CH2:19][CH:16]([O:15][C:14]3[CH:13]=[CH:12][C:11]([F:10])=[CH:21][CH:20]=3)[CH2:17]2)[CH:5]=[CH:4][N:3]=1, predict the reactants needed to synthesize it. (5) Given the product [N:1]1([C@:2]23[CH2:38][CH2:37][C@@H:36]([C:39]([CH3:41])=[CH2:40])[C@@H:3]2[C@@H:4]2[C@@:17]([CH3:20])([CH2:18][CH2:19]3)[C@@:16]3([CH3:21])[C@@H:7]([C@:8]4([CH3:35])[C@@H:13]([CH2:14][CH2:15]3)[C:12]([CH3:22])([CH3:23])[C:11]([C:24]3[CH2:29][CH:28]5[CH:26]([CH:27]5[C:30]([O:32][CH2:33][CH3:34])=[O:31])[CH:25]=3)=[CH:10][CH2:9]4)[CH2:6][CH2:5]2)[CH2:52][CH2:51]1, predict the reactants needed to synthesize it. The reactants are: [NH2:1][C@:2]12[CH2:38][CH2:37][C@@H:36]([C:39]([CH3:41])=[CH2:40])[C@@H:3]1[C@@H:4]1[C@@:17]([CH3:20])([CH2:18][CH2:19]2)[C@@:16]2([CH3:21])[C@@H:7]([C@:8]3([CH3:35])[C@@H:13]([CH2:14][CH2:15]2)[C:12]([CH3:23])([CH3:22])[C:11]([C:24]2[CH2:29][CH:28]4[CH:26]([CH:27]4[C:30]([O:32][CH2:33][CH3:34])=[O:31])[CH:25]=2)=[CH:10][CH2:9]3)[CH2:6][CH2:5]1.P([O-])([O-])([O-])=O.[K+].[K+].[K+].Cl[CH2:51][CH2:52]Cl. (6) Given the product [C:10]([O:9][C:8](=[O:14])[NH:7][CH:4]1[CH2:3][CH2:2][N:1]([CH2:17][CH2:16][F:15])[CH2:6][CH2:5]1)([CH3:11])([CH3:13])[CH3:12], predict the reactants needed to synthesize it. The reactants are: [NH:1]1[CH2:6][CH2:5][CH:4]([NH:7][C:8](=[O:14])[O:9][C:10]([CH3:13])([CH3:12])[CH3:11])[CH2:3][CH2:2]1.[F:15][CH2:16][CH2:17]I.C(=O)([O-])[O-].[K+].[K+]. (7) Given the product [N:1]([CH2:4][C@@H:5]([OH:8])[CH2:6][O:7][Si:16]([CH2:19][CH3:20])([CH2:17][CH3:18])[CH2:14][CH3:15])=[N+:2]=[N-:3], predict the reactants needed to synthesize it. The reactants are: [N:1]([CH2:4][C@@H:5]([OH:8])[CH2:6][OH:7])=[N+:2]=[N-:3].N1C=CN=C1.[CH2:14]([Si:16](Cl)([CH2:19][CH3:20])[CH2:17][CH3:18])[CH3:15].